Dataset: Full USPTO retrosynthesis dataset with 1.9M reactions from patents (1976-2016). Task: Predict the reactants needed to synthesize the given product. (1) Given the product [Br-:25].[C:19]1([C:12]2([C:10]([O:9][C@@H:3]3[CH:4]4[CH2:7][CH2:8][N+:1]([CH2:26][C:27](=[O:28])[NH:29][C:30]5[CH:35]=[N:34][CH:33]=[CH:32][N:31]=5)([CH2:6][CH2:5]4)[CH2:2]3)=[O:11])[CH2:18][CH2:17][CH2:16][CH2:15][CH2:14][CH2:13]2)[CH:20]=[CH:21][CH:22]=[CH:23][CH:24]=1, predict the reactants needed to synthesize it. The reactants are: [N:1]12[CH2:8][CH2:7][CH:4]([CH2:5][CH2:6]1)[C@@H:3]([O:9][C:10]([C:12]1([C:19]3[CH:24]=[CH:23][CH:22]=[CH:21][CH:20]=3)[CH2:18][CH2:17][CH2:16][CH2:15][CH2:14][CH2:13]1)=[O:11])[CH2:2]2.[Br:25][CH2:26][C:27]([NH:29][C:30]1[CH:35]=[N:34][CH:33]=[CH:32][N:31]=1)=[O:28]. (2) The reactants are: [CH2:1]([O:3][C:4](=[O:41])[C:5]([CH2:26][CH2:27][CH2:28][CH2:29][C:30]([CH3:40])([CH3:39])[CH2:31][O:32]C1CCCCO1)([CH2:11][CH2:12][CH2:13][CH2:14][C:15]([CH3:25])([CH3:24])[CH2:16][O:17]C1CCCCO1)[C:6]([O:8][CH2:9][CH3:10])=[O:7])[CH3:2].C(O)C. Given the product [CH2:9]([O:8][C:6](=[O:7])[C:5]([CH2:26][CH2:27][CH2:28][CH2:29][C:30]([CH3:39])([CH3:40])[CH2:31][OH:32])([CH2:11][CH2:12][CH2:13][CH2:14][C:15]([CH3:24])([CH3:25])[CH2:16][OH:17])[C:4]([O:3][CH2:1][CH3:2])=[O:41])[CH3:10], predict the reactants needed to synthesize it. (3) The reactants are: I[C:2]1[C:10]2[C:9]([O:11][CH2:12][CH:13]([CH3:15])[CH3:14])=[N:8][CH:7]=[N:6][C:5]=2[N:4]([S:16]([C:19]2[CH:25]=[CH:24][C:22]([CH3:23])=[CH:21][CH:20]=2)(=[O:18])=[O:17])[CH:3]=1.C([Sn](CCCC)(CCCC)[C:31]([O:33]CC)=[CH2:32])CCC.Cl. Given the product [CH2:12]([O:11][C:9]1[C:10]2[C:2]([C:31](=[O:33])[CH3:32])=[CH:3][N:4]([S:16]([C:19]3[CH:25]=[CH:24][C:22]([CH3:23])=[CH:21][CH:20]=3)(=[O:18])=[O:17])[C:5]=2[N:6]=[CH:7][N:8]=1)[CH:13]([CH3:15])[CH3:14], predict the reactants needed to synthesize it. (4) The reactants are: [C:1]([C:3]1[C:4]([N:22]2[CH2:27][CH2:26][CH:25]([C:28](O)=[O:29])[CH2:24][CH2:23]2)=[N:5][C:6]([CH2:14][N:15]2[CH2:20][CH2:19][CH2:18][CH2:17][C:16]2=[O:21])=[C:7]([C:9]([CH:11]2[CH2:13][CH2:12]2)=[O:10])[CH:8]=1)#[N:2].[CH:31]1([CH2:36][S:37]([NH2:40])(=[O:39])=[O:38])[CH2:35][CH2:34][CH2:33][CH2:32]1. Given the product [C:1]([C:3]1[C:4]([N:22]2[CH2:27][CH2:26][CH:25]([C:28]([NH:40][S:37]([CH2:36][CH:31]3[CH2:35][CH2:34][CH2:33][CH2:32]3)(=[O:39])=[O:38])=[O:29])[CH2:24][CH2:23]2)=[N:5][C:6]([CH2:14][N:15]2[CH2:20][CH2:19][CH2:18][CH2:17][C:16]2=[O:21])=[C:7]([C:9]([CH:11]2[CH2:12][CH2:13]2)=[O:10])[CH:8]=1)#[N:2], predict the reactants needed to synthesize it. (5) The reactants are: [C:1](OC(=O)C)(=[O:3])C.C(O)=O.[CH:11]12[NH:18][CH:15]([CH2:16][CH2:17]1)[CH2:14][C:13](=[C:19]([C:31]1[CH:32]=[N:33][CH:34]=[CH:35][CH:36]=1)[C:20]1[CH:30]=[CH:29][C:23]([C:24]([NH:26][CH2:27][CH3:28])=[O:25])=[CH:22][CH:21]=1)[CH2:12]2. Given the product [CH2:27]([NH:26][C:24](=[O:25])[C:23]1[CH:29]=[CH:30][C:20]([C:19](=[C:13]2[CH2:14][CH:15]3[N:18]([CH:1]=[O:3])[CH:11]([CH2:17][CH2:16]3)[CH2:12]2)[C:31]2[CH:32]=[N:33][CH:34]=[CH:35][CH:36]=2)=[CH:21][CH:22]=1)[CH3:28], predict the reactants needed to synthesize it.